Dataset: Peptide-MHC class I binding affinity with 185,985 pairs from IEDB/IMGT. Task: Regression. Given a peptide amino acid sequence and an MHC pseudo amino acid sequence, predict their binding affinity value. This is MHC class I binding data. The peptide sequence is QEADNMITEM. The MHC is HLA-B40:01 with pseudo-sequence HLA-B40:01. The binding affinity (normalized) is 0.206.